This data is from Catalyst prediction with 721,799 reactions and 888 catalyst types from USPTO. The task is: Predict which catalyst facilitates the given reaction. Reactant: [Cl:1][C:2]1[CH:7]=[CH:6][CH:5]=[C:4]([C:8]2[CH2:9][CH2:10][CH2:11][CH2:12][CH:13]=2)[C:3]=1[C:14]([O:16][CH3:17])=[O:15]. Product: [Cl:1][C:2]1[CH:7]=[CH:6][CH:5]=[C:4]([CH:8]2[CH2:9][CH2:10][CH2:11][CH2:12][CH2:13]2)[C:3]=1[C:14]([O:16][CH3:17])=[O:15]. The catalyst class is: 78.